This data is from Forward reaction prediction with 1.9M reactions from USPTO patents (1976-2016). The task is: Predict the product of the given reaction. (1) Given the reactants [F:1][C:2]1[CH:3]=[C:4]([NH:9][CH:10]([C:12]2[CH:13]=[C:14]([C:30]([OH:32])=O)[CH:15]=[C:16]3[C:21]=2[O:20][C:19]([N:22]2[CH2:27][CH2:26][O:25][CH2:24][C@@H:23]2[CH3:28])=[CH:18][C:17]3=[O:29])[CH3:11])[CH:5]=[C:6]([F:8])[CH:7]=1.[CH3:33][NH:34][CH3:35].CN1CCOCC1, predict the reaction product. The product is: [F:8][C:6]1[CH:5]=[C:4]([NH:9][CH:10]([C:12]2[CH:13]=[C:14]([C:30]([N:34]([CH3:35])[CH3:33])=[O:32])[CH:15]=[C:16]3[C:21]=2[O:20][C:19]([N:22]2[CH2:27][CH2:26][O:25][CH2:24][C@@H:23]2[CH3:28])=[CH:18][C:17]3=[O:29])[CH3:11])[CH:3]=[C:2]([F:1])[CH:7]=1. (2) Given the reactants [N:1]1([CH2:6][CH2:7][CH2:8][O:9][C:10]2[CH:15]=[CH:14][C:13]([C:16]3([CH2:22][NH2:23])[CH2:21][CH2:20][O:19][CH2:18][CH2:17]3)=[CH:12][CH:11]=2)[CH2:5][CH2:4][CH2:3][CH2:2]1.[Cl:24][C:25]1[C:34]2[C:29](=[CH:30][CH:31]=[CH:32][CH:33]=2)[C:28](Cl)=[N:27][N:26]=1.C(N(CC)C(C)C)(C)C, predict the reaction product. The product is: [Cl:24][C:25]1[C:34]2[C:29](=[CH:30][CH:31]=[CH:32][CH:33]=2)[C:28]([NH:23][CH2:22][C:16]2([C:13]3[CH:14]=[CH:15][C:10]([O:9][CH2:8][CH2:7][CH2:6][N:1]4[CH2:5][CH2:4][CH2:3][CH2:2]4)=[CH:11][CH:12]=3)[CH2:17][CH2:18][O:19][CH2:20][CH2:21]2)=[N:27][N:26]=1. (3) Given the reactants [CH3:1][O-].[Na+:3].CCO[C:7]([CH3:9])=[O:8].C(OC)=O.[C:14]([CH2:16][C:17]([NH:19][C:20]1[CH:25]=[CH:24][CH:23]=[CH:22][CH:21]=1)=[S:18])#[N:15], predict the reaction product. The product is: [C:14]([C:16]1[CH:1]=[CH:9][C:7](=[O:8])[N:19]([C:20]2[CH:25]=[CH:24][CH:23]=[CH:22][CH:21]=2)[C:17]=1[S-:18])#[N:15].[Na+:3]. (4) Given the reactants [CH3:1][O:2][C:3]1[N:8]=[CH:7][N:6]=[C:5]([C:9]#N)[CH:4]=1.[CH:11]1([Mg]Br)[CH2:13][CH2:12]1.Cl.C(=O)([O-])[OH:18].[Na+], predict the reaction product. The product is: [CH:11]1([C:9]([C:5]2[CH:4]=[C:3]([O:2][CH3:1])[N:8]=[CH:7][N:6]=2)=[O:18])[CH2:13][CH2:12]1.